Dataset: Forward reaction prediction with 1.9M reactions from USPTO patents (1976-2016). Task: Predict the product of the given reaction. (1) Given the reactants Br[CH2:2][CH:3]1[O:8][C:7]2[CH:9]=[C:10]([S:13]([CH3:16])(=[O:15])=[O:14])[CH:11]=[CH:12][C:6]=2[CH2:5][O:4]1.[CH3:17][NH:18][CH2:19][CH2:20][CH3:21], predict the reaction product. The product is: [CH3:17][N:18]([CH2:2][CH:3]1[O:8][C:7]2[CH:9]=[C:10]([S:13]([CH3:16])(=[O:15])=[O:14])[CH:11]=[CH:12][C:6]=2[CH2:5][O:4]1)[CH2:19][CH2:20][CH3:21]. (2) The product is: [NH:15]1[C:23]2[C:18](=[CH:19][CH:20]=[CH:21][CH:22]=2)[C:17]([CH:1]2[C:10]3[C:5](=[CH:6][CH:7]=[CH:8][CH:9]=3)[CH2:4][CH2:3][N:2]2[C:11](=[O:13])[CH3:12])=[CH:16]1. Given the reactants [CH:1]1[C:10]2[C:5](=[CH:6][CH:7]=[CH:8][CH:9]=2)[CH2:4][CH2:3][N:2]=1.[C:11](Cl)(=[O:13])[CH3:12].[NH:15]1[C:23]2[C:18](=[CH:19][CH:20]=[CH:21][CH:22]=2)[CH:17]=[CH:16]1.C(N(CC)CC)C, predict the reaction product. (3) The product is: [F:27][C:28]1[CH:40]=[C:39]([N:24]2[CH:25]=[C:20]([CH3:19])[CH:21]=[CH:22][C:23]2=[O:26])[CH:38]=[CH:37][C:29]=1[CH2:30][N:31]1[CH2:32][CH2:33][O:34][CH2:35][CH2:36]1. Given the reactants C([O-])([O-])=O.[Cs+].[Cs+].O=C1CCCCC1C(OCC)=O.[CH3:19][C:20]1[CH:21]=[CH:22][C:23](=[O:26])[NH:24][CH:25]=1.[F:27][C:28]1[CH:40]=[C:39](I)[CH:38]=[CH:37][C:29]=1[CH2:30][N:31]1[CH2:36][CH2:35][O:34][CH2:33][CH2:32]1, predict the reaction product. (4) Given the reactants [CH2:1]=[CH:2][C:3]1[CH:8]=[CH:7][CH:6]=[CH:5][CH:4]=1.[CH3:9][C:10]([CH2:12][C:13]([CH3:16])([CH3:15])[CH3:14])=[CH2:11].C(OCCCO)(=O)C=C.C[C@@]12C(C(C([O-])=O)=C)C[C@H](C1(C)C)CC2.C(OCCCC)(=O)C=C, predict the reaction product. The product is: [CH3:11][C:10]([CH2:12][C:13]([CH3:16])([CH3:15])[CH3:14])=[CH2:9].[CH2:1]=[CH:2][C:3]1[CH:8]=[CH:7][CH:6]=[CH:5][CH:4]=1. (5) Given the reactants Br[C:2]1[CH:11]=[C:10]2[C:5]([C:6](=[O:21])[CH:7]=[C:8]([CH3:20])[N:9]2[C:12]2[CH:17]=[CH:16][C:15]([F:18])=[CH:14][C:13]=2[F:19])=[CH:4][CH:3]=1.[CH3:22][C:23]1[C:27](B2OC(C)(C)C(C)(C)O2)=[C:26]([CH3:37])[O:25][N:24]=1.C(=O)(O)[O-].[Na+].C1(P(C2C=CC=CC=2)C2C=CC=CC=2)C=CC=CC=1, predict the reaction product. The product is: [F:19][C:13]1[CH:14]=[C:15]([F:18])[CH:16]=[CH:17][C:12]=1[N:9]1[C:10]2[C:5](=[CH:4][CH:3]=[C:2]([C:27]3[C:23]([CH3:22])=[N:24][O:25][C:26]=3[CH3:37])[CH:11]=2)[C:6](=[O:21])[CH:7]=[C:8]1[CH3:20]. (6) Given the reactants [F:1][C:2]1[CH:7]=[CH:6][C:5]([C:8]2[C:17]([N:18]3[CH2:23][CH2:22][O:21][CH2:20][C@@H:19]3[CH3:24])=[N:16][C:15]3[C:10](=[CH:11][CH:12]=[C:13]([C:25]([O:27]C)=[O:26])[CH:14]=3)[N:9]=2)=[CH:4][CH:3]=1.[OH-].[Na+], predict the reaction product. The product is: [F:1][C:2]1[CH:7]=[CH:6][C:5]([C:8]2[C:17]([N:18]3[CH2:23][CH2:22][O:21][CH2:20][C@@H:19]3[CH3:24])=[N:16][C:15]3[C:10](=[CH:11][CH:12]=[C:13]([C:25]([OH:27])=[O:26])[CH:14]=3)[N:9]=2)=[CH:4][CH:3]=1. (7) Given the reactants [CH3:1][NH:2][NH2:3].[C:4]([O:8][C:9]([O:11]C(OC(C)(C)C)=O)=O)([CH3:7])([CH3:6])[CH3:5], predict the reaction product. The product is: [C:4]([O:8][C:9]([N:2]([CH3:1])[NH2:3])=[O:11])([CH3:7])([CH3:6])[CH3:5]. (8) Given the reactants Br[C:2]1[C:3]([F:17])=[C:4]([CH:14]=[CH:15][CH:16]=1)[CH2:5][O:6][Si:7]([C:10]([CH3:13])([CH3:12])[CH3:11])([CH3:9])[CH3:8].[CH3:18][C:19]1[CH:24]=[C:23]([N:25]2[CH2:30][CH2:29][NH:28][CH2:27][CH2:26]2)[CH:22]=[CH:21][N:20]=1.C1C=CC(P(C2C(C3C(P(C4C=CC=CC=4)C4C=CC=CC=4)=CC=C4C=3C=CC=C4)=C3C(C=CC=C3)=CC=2)C2C=CC=CC=2)=CC=1.CC(C)([O-])C.[Na+], predict the reaction product. The product is: [Si:7]([O:6][CH2:5][C:4]1[C:3]([F:17])=[C:2]([N:28]2[CH2:29][CH2:30][N:25]([C:23]3[CH:22]=[CH:21][N:20]=[C:19]([CH3:18])[CH:24]=3)[CH2:26][CH2:27]2)[CH:16]=[CH:15][CH:14]=1)([C:10]([CH3:13])([CH3:12])[CH3:11])([CH3:9])[CH3:8]. (9) Given the reactants C(N(CC)CC)C.[C:8]1([S:14](Cl)(=[O:16])=[O:15])[CH:13]=[CH:12][CH:11]=[CH:10][CH:9]=1.[NH2:18][C:19]1[N:24]=[C:23]([C:25]2[CH:32]=[CH:31][C:28]([C:29]#[N:30])=[C:27]([F:33])[CH:26]=2)[CH:22]=[C:21]([N:34]2[C@H:39]([CH3:40])[CH2:38][O:37][C@H:36]([CH2:41][NH2:42])[CH2:35]2)[N:20]=1, predict the reaction product. The product is: [NH2:18][C:19]1[N:20]=[C:21]([N:34]2[C@H:39]([CH3:40])[CH2:38][O:37][C@H:36]([CH2:41][NH:42][S:14]([C:8]3[CH:13]=[CH:12][CH:11]=[CH:10][CH:9]=3)(=[O:16])=[O:15])[CH2:35]2)[CH:22]=[C:23]([C:25]2[CH:32]=[CH:31][C:28]([C:29]#[N:30])=[C:27]([F:33])[CH:26]=2)[N:24]=1.